Dataset: Forward reaction prediction with 1.9M reactions from USPTO patents (1976-2016). Task: Predict the product of the given reaction. Given the reactants [CH2:1]([N:3]1[CH:12]2[CH:7]([CH2:8][CH2:9][CH2:10][CH2:11]2)[N:6]([CH2:13][CH3:14])[C:5]2[CH:15]=[N:16][CH:17]=[CH:18][C:4]1=2)[CH3:2].C(N1CCN(C(=O)C)C2C=CN=CC1=2)(=[O:21])C.N1C=CN=C2C=NC=CC=12.CN1CCN(C)C2C=NC=CC1=2, predict the reaction product. The product is: [CH2:1]([N:3]1[CH:12]2[CH:7]([CH2:8][CH2:9][CH2:10][CH2:11]2)[N:6]([C:13](=[O:21])[CH3:14])[C:5]2[CH:15]=[N:16][CH:17]=[CH:18][C:4]1=2)[CH3:2].